Dataset: Full USPTO retrosynthesis dataset with 1.9M reactions from patents (1976-2016). Task: Predict the reactants needed to synthesize the given product. (1) Given the product [C:1]1([S:7]([C:10]2[C:18]3[C:13](=[CH:14][CH:15]=[CH:16][CH:17]=3)[NH:12][C:11]=2[C:19]([NH:24][NH2:25])=[O:21])(=[O:9])=[O:8])[CH:6]=[CH:5][CH:4]=[CH:3][CH:2]=1, predict the reactants needed to synthesize it. The reactants are: [C:1]1([S:7]([C:10]2[C:18]3[C:13](=[CH:14][CH:15]=[CH:16][CH:17]=3)[NH:12][C:11]=2[C:19]([O:21]C)=O)(=[O:9])=[O:8])[CH:6]=[CH:5][CH:4]=[CH:3][CH:2]=1.O.[NH2:24][NH2:25]. (2) Given the product [CH3:14][C:12]1[C:11]([C:15]([F:16])([F:18])[F:17])=[CH:10][C:9]2[NH:19][C:20](=[O:35])[CH2:21][C:22]([C:23]3[CH:28]=[CH:27][CH:26]=[C:25]([N:29]4[CH:33]=[CH:32][N:31]=[N:30]4)[CH:24]=3)=[N:7][C:8]=2[CH:13]=1, predict the reactants needed to synthesize it. The reactants are: C(OC(=O)[NH:7][C:8]1[CH:13]=[C:12]([CH3:14])[C:11]([C:15]([F:18])([F:17])[F:16])=[CH:10][C:9]=1[NH:19][C:20](=[O:35])[CH2:21][C:22](=O)[C:23]1[CH:28]=[CH:27][CH:26]=[C:25]([N:29]2[CH:33]=[CH:32][N:31]=[N:30]2)[CH:24]=1)(C)(C)C.C(O)(C(F)(F)F)=O. (3) Given the product [F-:1].[F-:1].[F-:1].[F-:1].[F-:1].[F-:1].[Al+3:3].[K+:2].[K+:2].[K+:2], predict the reactants needed to synthesize it. The reactants are: [F-:1].[K+:2].[Al:3]. (4) Given the product [CH3:5][S:6]([C:9]1[CH:10]=[CH:11][C:12]([C:15]2[CH:20]=[CH:19][C:18]([O:21][CH2:22][CH:23]3[CH2:28][CH2:27][N:26]([C:2]#[N:1])[CH2:25][CH2:24]3)=[CH:17][CH:16]=2)=[CH:13][CH:14]=1)(=[O:8])=[O:7], predict the reactants needed to synthesize it. The reactants are: [N:1]#[C:2]Br.Cl.[CH3:5][S:6]([C:9]1[CH:14]=[CH:13][C:12]([C:15]2[CH:20]=[CH:19][C:18]([O:21][CH2:22][CH:23]3[CH2:28][CH2:27][NH:26][CH2:25][CH2:24]3)=[CH:17][CH:16]=2)=[CH:11][CH:10]=1)(=[O:8])=[O:7].C(N(CC)CC)C. (5) Given the product [C:18]1([C:14]2([OH:17])[CH2:13][CH2:12][C:11]3([O:10][CH2:9][CH2:8][O:7]3)[CH2:16][CH2:15]2)[CH:23]=[CH:22][CH:21]=[CH:20][CH:19]=1, predict the reactants needed to synthesize it. The reactants are: [Cl-].[Cl-].[Cl-].[Cs+].[Cs+].[Cs+].[O:7]1[C:11]2([CH2:16][CH2:15][C:14](=[O:17])[CH2:13][CH2:12]2)[O:10][CH2:9][CH2:8]1.[C:18]1([Mg]Cl)[CH:23]=[CH:22][CH:21]=[CH:20][CH:19]=1. (6) Given the product [CH2:1]([O:3][C:4]([C:6]1[N:11]=[C:10]([CH2:25][C:24]([CH3:26])=[CH2:23])[C:9]2[N:13]=[C:14]([C:16]3[CH:21]=[CH:20][CH:19]=[CH:18][CH:17]=3)[S:15][C:8]=2[C:7]=1[OH:22])=[O:5])[CH3:2], predict the reactants needed to synthesize it. The reactants are: [CH2:1]([O:3][C:4]([C:6]1[N:11]=[C:10](Br)[C:9]2[N:13]=[C:14]([C:16]3[CH:21]=[CH:20][CH:19]=[CH:18][CH:17]=3)[S:15][C:8]=2[C:7]=1[OH:22])=[O:5])[CH3:2].[CH2:23]([Sn](CCCC)(CCCC)CCCC)[C:24](=[CH2:26])[CH3:25]. (7) Given the product [CH3:11][Si:12]([CH3:14])([CH3:13])[C:15]#[C:16][C:2]1[CH:7]=[CH:6][CH:5]=[C:4]([N+:8]([O-:10])=[O:9])[CH:3]=1, predict the reactants needed to synthesize it. The reactants are: I[C:2]1[CH:3]=[C:4]([N+:8]([O-:10])=[O:9])[CH:5]=[CH:6][CH:7]=1.[CH3:11][Si:12]([C:15]#[CH:16])([CH3:14])[CH3:13].